Task: Predict the product of the given reaction.. Dataset: Forward reaction prediction with 1.9M reactions from USPTO patents (1976-2016) Given the reactants Cl.C[O:3][C:4]1[CH:5]=[CH:6][C:7]2[C:11]([O:12][C:13]3[CH:18]=[CH:17][C:16]([O:19][CH2:20][CH2:21][N:22]4[CH2:27][CH2:26][CH2:25][CH2:24][CH2:23]4)=[CH:15][CH:14]=3)=[C:10]([C:28]3[CH:33]=[CH:32][C:31]([C:34]([C:36]4[CH:41]=[CH:40][CH:39]=[CH:38][CH:37]=4)=[O:35])=[CH:30][CH:29]=3)[S:9][C:8]=2[CH:42]=1.B(Br)(Br)Br, predict the reaction product. The product is: [OH:3][C:4]1[CH:5]=[CH:6][C:7]2[C:11]([O:12][C:13]3[CH:18]=[CH:17][C:16]([O:19][CH2:20][CH2:21][N:22]4[CH2:23][CH2:24][CH2:25][CH2:26][CH2:27]4)=[CH:15][CH:14]=3)=[C:10]([C:28]3[CH:33]=[CH:32][C:31]([C:34]([C:36]4[CH:41]=[CH:40][CH:39]=[CH:38][CH:37]=4)=[O:35])=[CH:30][CH:29]=3)[S:9][C:8]=2[CH:42]=1.